This data is from Full USPTO retrosynthesis dataset with 1.9M reactions from patents (1976-2016). The task is: Predict the reactants needed to synthesize the given product. (1) The reactants are: S(Cl)(Cl)=O.O[CH2:6][C:7]([NH:10][C:11]1[N:12]([CH3:29])[C:13](=[O:28])[C:14]2[C:15](=[N:17][N:18]([CH2:20][C:21]3[CH:26]=[CH:25][C:24]([Br:27])=[CH:23][CH:22]=3)[CH:19]=2)[N:16]=1)([CH3:9])[CH3:8].O.[OH-].[NH4+]. Given the product [Br:27][C:24]1[CH:25]=[CH:26][C:21]([CH2:20][N:18]2[CH:19]=[C:14]3[C:13](=[O:28])[N:12]([CH3:29])[C:11]4[N:16]([CH2:6][C:7]([CH3:9])([CH3:8])[N:10]=4)[C:15]3=[N:17]2)=[CH:22][CH:23]=1, predict the reactants needed to synthesize it. (2) Given the product [Cl:18][C:19]1[C:25]([O:26][CH3:27])=[CH:24][C:22]([NH:23][C:2]2[C:11]3[C:6](=[CH:7][C:8]4[CH:15]=[CH:14][CH:13]=[CH:12][C:9]=4[CH:10]=3)[N:5]=[CH:4][C:3]=2[C:16]#[N:17])=[C:21]([CH3:28])[CH:20]=1, predict the reactants needed to synthesize it. The reactants are: Cl[C:2]1[C:11]2[C:6](=[CH:7][C:8]3[CH:15]=[CH:14][CH:13]=[CH:12][C:9]=3[CH:10]=2)[N:5]=[CH:4][C:3]=1[C:16]#[N:17].[Cl:18][C:19]1[C:25]([O:26][CH3:27])=[CH:24][C:22]([NH2:23])=[C:21]([CH3:28])[CH:20]=1.Cl.N1C=CC=CC=1. (3) The reactants are: [CH:1]1[C:10]2[C:5](=[CH:6][CH:7]=[CH:8][CH:9]=2)[CH:4]=[CH:3][C:2]=1[C:11]1[C:12]([C:18]2[CH:23]=[CH:22][N:21]=[CH:20][CH:19]=2)=[CH:13][C:14](=O)[NH:15][N:16]=1.O=P(Cl)(Cl)[Cl:26]. Given the product [Cl:26][C:14]1[N:15]=[N:16][C:11]([C:2]2[CH:3]=[CH:4][C:5]3[C:10](=[CH:9][CH:8]=[CH:7][CH:6]=3)[CH:1]=2)=[C:12]([C:18]2[CH:23]=[CH:22][N:21]=[CH:20][CH:19]=2)[CH:13]=1, predict the reactants needed to synthesize it. (4) Given the product [F:18][C:17]1[CH:16]=[CH:15][CH:14]=[C:13]([F:19])[C:12]=1[CH2:10][C:3]1[CH:4]=[CH:5][CH:6]=[C:7]([O:8][CH3:9])[C:2]=1[NH2:1], predict the reactants needed to synthesize it. The reactants are: [NH2:1][C:2]1[C:7]([O:8][CH3:9])=[CH:6][CH:5]=[CH:4][C:3]=1[CH:10]([C:12]1[C:17]([F:18])=[CH:16][CH:15]=[CH:14][C:13]=1[F:19])O.C([SiH](CC)CC)C.FC(F)(F)C(O)=O.[OH-].[Na+]. (5) Given the product [OH:40][CH2:39][CH:38]([NH:37][C:30](=[O:31])[C:29]1[CH:33]=[CH:34][CH:35]=[CH:36][C:28]=1[S:27][CH2:26][C:16]1[C:17]2[CH2:18][CH2:19][CH2:20][C:21](=[O:25])[C:22]=2[CH:23]=[CH:24][C:15]=1[O:14][C@@H:7]([C:8]1[CH:9]=[CH:10][CH:11]=[CH:12][CH:13]=1)[CH2:6][N:1]1[CH:5]=[CH:4][N:3]=[CH:2]1)[CH2:41][OH:42], predict the reactants needed to synthesize it. The reactants are: [N:1]1([CH2:6][C@@H:7]([O:14][C:15]2[CH:24]=[CH:23][C:22]3[C:21](=[O:25])[CH2:20][CH2:19][CH2:18][C:17]=3[C:16]=2[CH2:26][S:27][C:28]2[CH:36]=[CH:35][CH:34]=[CH:33][C:29]=2[C:30](O)=[O:31])[C:8]2[CH:13]=[CH:12][CH:11]=[CH:10][CH:9]=2)[CH:5]=[CH:4][N:3]=[CH:2]1.[NH2:37][CH:38]([CH2:41][OH:42])[CH2:39][OH:40]. (6) Given the product [C:15]([O:14][C:12]([N:19]1[CH2:24][CH2:23][N:22]([C:3]2[C:2]([Cl:1])=[CH:10][C:6]([C:7]([OH:9])=[O:8])=[CH:5][N:4]=2)[CH2:21][CH2:20]1)=[O:13])([CH3:18])([CH3:16])[CH3:17], predict the reactants needed to synthesize it. The reactants are: [Cl:1][C:2]1[C:3](Cl)=[N:4][CH:5]=[C:6]([CH:10]=1)[C:7]([OH:9])=[O:8].[C:12]([N:19]1[CH2:24][CH2:23][NH:22][CH2:21][CH2:20]1)([O:14][C:15]([CH3:18])([CH3:17])[CH3:16])=[O:13].CCN(C(C)C)C(C)C. (7) Given the product [ClH:36].[N:23]1([C:20]2[C:21]3[S:22][C:14]([C:12]4[CH:11]=[N:10][N:9]([CH2:8][CH2:7][N:4]5[CH2:3][CH2:2][O:1][CH2:6][CH2:5]5)[CH:13]=4)=[CH:15][C:16]=3[N:17]=[CH:18][N:19]=2)[CH2:28][CH2:27][NH:26][CH2:25][CH2:24]1, predict the reactants needed to synthesize it. The reactants are: [O:1]1[CH2:6][CH2:5][N:4]([CH2:7][CH2:8][N:9]2[CH:13]=[C:12]([C:14]3[S:22][C:21]4[C:20]([N:23]5[CH2:28][CH2:27][N:26](C(OC(C)(C)C)=O)[CH2:25][CH2:24]5)=[N:19][CH:18]=[N:17][C:16]=4[CH:15]=3)[CH:11]=[N:10]2)[CH2:3][CH2:2]1.[ClH:36].